This data is from Full USPTO retrosynthesis dataset with 1.9M reactions from patents (1976-2016). The task is: Predict the reactants needed to synthesize the given product. (1) Given the product [Br:1][C:2]1[CH:6]=[CH:5][S:4][C:3]=1[C:13]([C:12]1[CH:16]=[CH:17][C:9]([O:8][CH3:7])=[CH:10][CH:11]=1)=[O:14], predict the reactants needed to synthesize it. The reactants are: [Br:1][C:2]1[CH:6]=[CH:5][S:4][CH:3]=1.[CH3:7][O:8][C:9]1[CH:17]=[CH:16][C:12]([C:13](Cl)=[O:14])=[CH:11][CH:10]=1.Cl.O. (2) Given the product [F:18][C:14]1[CH:13]=[C:12]2[C:17](/[C:9](=[C:4]3/[CH:3]=[C:2]([C:25]4[CH:26]=[CH:27][C:22]([CH:20]=[O:21])=[CH:23][CH:24]=4)[C:6]([CH3:8])([CH3:7])[O:5]/3)/[C:10](=[O:19])[NH:11]2)=[CH:16][CH:15]=1, predict the reactants needed to synthesize it. The reactants are: Br[C:2]1[C:6]([CH3:8])([CH3:7])[O:5]/[C:4](=[C:9]2/[C:10](=[O:19])[NH:11][C:12]3[C:17]/2=[CH:16][CH:15]=[C:14]([F:18])[CH:13]=3)/[CH:3]=1.[CH:20]([C:22]1[CH:27]=[CH:26][C:25](B(O)O)=[CH:24][CH:23]=1)=[O:21].C(=O)([O-])[O-].[K+].[K+].C(OCC)(=O)C.